From a dataset of Catalyst prediction with 721,799 reactions and 888 catalyst types from USPTO. Predict which catalyst facilitates the given reaction. (1) Reactant: Br[C:2]1[C:7](=[O:8])[N:6]([CH2:9][C:10]2[CH:15]=[CH:14][C:13]([C:16]3[C:17]([C:22]#[N:23])=[CH:18][CH:19]=[CH:20][CH:21]=3)=[CH:12][CH:11]=2)[C:5]([CH2:24][CH2:25][CH3:26])=[N:4][C:3]=1[CH2:27][CH3:28].[CH2:29]([C:31]1[CH:32]=[C:33]([OH:37])[CH:34]=[CH:35][CH:36]=1)[CH3:30].[OH-].[K+].CS(C)=O. Product: [CH2:27]([C:3]1[N:4]=[C:5]([CH2:24][CH2:25][CH3:26])[N:6]([CH2:9][C:10]2[CH:15]=[CH:14][C:13]([C:16]3[C:17]([C:22]#[N:23])=[CH:18][CH:19]=[CH:20][CH:21]=3)=[CH:12][CH:11]=2)[C:7](=[O:8])[C:2]=1[O:37][C:33]1[CH:34]=[CH:35][CH:36]=[C:31]([CH2:29][CH3:30])[CH:32]=1)[CH3:28]. The catalyst class is: 13. (2) Reactant: [OH:1][C:2]1[CH:11]=[C:10]([OH:12])[CH:9]=[CH:8][C:3]=1[C:4]([O:6][CH3:7])=[O:5].C(=O)([O-])[O-].[K+].[K+].[CH2:19](Br)[C:20]1[CH:25]=[CH:24][CH:23]=[CH:22][CH:21]=1.[I-].[K+]. Product: [CH2:19]([O:12][C:10]1[CH:9]=[CH:8][C:3]([C:4]([O:6][CH3:7])=[O:5])=[C:2]([OH:1])[CH:11]=1)[C:20]1[CH:25]=[CH:24][CH:23]=[CH:22][CH:21]=1. The catalyst class is: 3. (3) Reactant: [Br:1][C:2]1[CH:7]=[C:6](F)[CH:5]=[C:4]([Cl:9])[CH:3]=1.[OH:10][C:11]1[CH:12]=[N:13][CH:14]=[N:15][CH:16]=1.C([O-])([O-])=O.[K+].[K+]. Product: [Br:1][C:2]1[CH:7]=[C:6]([CH:5]=[C:4]([Cl:9])[CH:3]=1)[O:10][C:11]1[CH:12]=[N:13][CH:14]=[N:15][CH:16]=1. The catalyst class is: 3. (4) Reactant: [C:1]([O:5][C:6](=[O:14])[NH:7][CH:8]1[CH2:13][CH2:12][NH:11][CH2:10][CH2:9]1)([CH3:4])([CH3:3])[CH3:2].C(N(CC)CC)C.Cl[CH2:23][CH2:24][S:25][CH3:26]. Product: [C:1]([O:5][C:6](=[O:14])[NH:7][CH:8]1[CH2:13][CH2:12][N:11]([CH2:23][CH2:24][S:25][CH3:26])[CH2:10][CH2:9]1)([CH3:4])([CH3:2])[CH3:3]. The catalyst class is: 5. (5) Reactant: [N+:1]([C:4]1[C:9](OS(C(F)(F)F)(=O)=O)=[CH:8][C:7](=[O:18])[N:6]2[CH2:19][CH2:20][S:21][C:5]=12)([O-:3])=[O:2].[F:22][C:23]1[CH:28]=[C:27]([I:29])[CH:26]=[CH:25][C:24]=1[NH2:30].C1C=CC(P(C2C(C3C(P(C4C=CC=CC=4)C4C=CC=CC=4)=CC=C4C=3C=CC=C4)=C3C(C=CC=C3)=CC=2)C2C=CC=CC=2)=CC=1.C(=O)([O-])[O-].[Cs+].[Cs+]. Product: [F:22][C:23]1[CH:28]=[C:27]([I:29])[CH:26]=[CH:25][C:24]=1[NH:30][C:9]1[C:4]([N+:1]([O-:3])=[O:2])=[C:5]2[S:21][CH2:20][CH2:19][N:6]2[C:7](=[O:18])[CH:8]=1. The catalyst class is: 222. (6) The catalyst class is: 4. Product: [Cl:1][C:2]1[CH:3]=[CH:4][C:5]([O:26][CH2:27][C:28]2[CH:29]=[CH:30][CH:31]=[CH:32][CH:33]=2)=[C:6]([CH2:8][N:9]2[C:13]([CH3:14])=[CH:12][C:11]([C:15]3[NH:19][C:18]4[CH:20]=[CH:21][C:22]([CH:24]=[O:25])=[CH:23][C:17]=4[N:16]=3)=[N:10]2)[CH:7]=1. Reactant: [Cl:1][C:2]1[CH:3]=[CH:4][C:5]([O:26][CH2:27][C:28]2[CH:33]=[CH:32][CH:31]=[CH:30][CH:29]=2)=[C:6]([CH2:8][N:9]2[C:13]([CH3:14])=[CH:12][C:11]([C:15]3[NH:19][C:18]4[CH:20]=[CH:21][C:22]([CH2:24][OH:25])=[CH:23][C:17]=4[N:16]=3)=[N:10]2)[CH:7]=1.CC(OI1(OC(C)=O)(OC(C)=O)OC(=O)C2C=CC=CC1=2)=O. (7) Product: [CH3:11][C:8]([CH3:12])([C:9](=[O:10])[CH:6]([CH3:14])[CH3:5])[C:7]([O:3][CH2:2][CH2:1][OH:4])=[O:13]. Reactant: [CH2:1]([OH:4])[CH2:2][OH:3].[CH3:5][C:6]1([CH3:14])[C:9](=[O:10])[C:8]([CH3:12])([CH3:11])[C:7]1=[O:13].C(=O)([O-])[O-].[K+].[K+]. The catalyst class is: 6. (8) Reactant: [Br:1][C:2]1[CH:3]=[C:4]([O:9][CH3:10])[C:5]([NH2:8])=[N:6][CH:7]=1.[F:11][C:12]1[CH:17]=[CH:16][C:15]([S:18](Cl)(=[O:20])=[O:19])=[CH:14][CH:13]=1. Product: [Br:1][C:2]1[CH:3]=[C:4]([O:9][CH3:10])[C:5]([NH:8][S:18]([C:15]2[CH:16]=[CH:17][C:12]([F:11])=[CH:13][CH:14]=2)(=[O:20])=[O:19])=[N:6][CH:7]=1. The catalyst class is: 17. (9) Reactant: [C:1](OC(=O)C)(=[O:3])[CH3:2].[CH3:8][O:9][C:10]1[CH:15]=[CH:14][C:13]([NH2:16])=[CH:12][CH:11]=1.CCCCCC. Product: [CH3:8][O:9][C:10]1[CH:15]=[CH:14][C:13]([NH:16][C:1](=[O:3])[CH3:2])=[CH:12][CH:11]=1. The catalyst class is: 4.